Dataset: CYP1A2 inhibition data for predicting drug metabolism from PubChem BioAssay. Task: Regression/Classification. Given a drug SMILES string, predict its absorption, distribution, metabolism, or excretion properties. Task type varies by dataset: regression for continuous measurements (e.g., permeability, clearance, half-life) or binary classification for categorical outcomes (e.g., BBB penetration, CYP inhibition). Dataset: cyp1a2_veith. (1) The drug is Cc1ccc(OC(=O)c2oc3ccc(F)cc3c2C)c(C)c1. The result is 1 (inhibitor). (2) The drug is c1nc(NCCN2CCOCC2)c2cc(-c3ccoc3)ccc2n1. The result is 1 (inhibitor). (3) The drug is CC(CCc1ccccc1)NS(=O)(=O)c1ccccc1. The result is 1 (inhibitor).